The task is: Predict which catalyst facilitates the given reaction.. This data is from Catalyst prediction with 721,799 reactions and 888 catalyst types from USPTO. (1) Product: [Br:1][C:2]1[N:3]([CH2:16][CH2:17][CH3:18])[C:4]([C:9]([O:11][CH2:12][CH2:13][CH2:14][CH3:15])=[O:10])=[C:5]([CH:7]([C:23]2[CH:24]=[CH:25][C:20]([Cl:19])=[CH:21][CH:22]=2)[OH:8])[N:6]=1. The catalyst class is: 1. Reactant: [Br:1][C:2]1[N:3]([CH2:16][CH2:17][CH3:18])[C:4]([C:9]([O:11][CH2:12][CH2:13][CH2:14][CH3:15])=[O:10])=[C:5]([CH:7]=[O:8])[N:6]=1.[Cl:19][C:20]1[CH:25]=[CH:24][C:23]([Mg]Br)=[CH:22][CH:21]=1.CCOCC.[NH4+].[Cl-]. (2) Reactant: [Si:1]([O:8][CH:9]([C:11]1[O:15][N:14]=[C:13]([C:16](OCC)=[O:17])[CH:12]=1)[CH3:10])([C:4]([CH3:7])([CH3:6])[CH3:5])([CH3:3])[CH3:2].[BH4-].[Na+].O. Product: [Si:1]([O:8][CH:9]([C:11]1[O:15][N:14]=[C:13]([CH2:16][OH:17])[CH:12]=1)[CH3:10])([C:4]([CH3:5])([CH3:6])[CH3:7])([CH3:2])[CH3:3]. The catalyst class is: 8. (3) Product: [C:4]1([C:8]2[CH:13]=[CH:12][CH:11]=[CH:10][CH:9]=2)[CH:5]=[CH:6][CH:7]=[C:2]([N:19]2[CH2:18][CH2:17][N:16]([C:21]([O:23][C:24]([CH3:27])([CH3:26])[CH3:25])=[O:22])[CH:15]([CH3:14])[CH2:20]2)[CH:3]=1. Reactant: Br[C:2]1[CH:3]=[C:4]([C:8]2[CH:13]=[CH:12][CH:11]=[CH:10][CH:9]=2)[CH:5]=[CH:6][CH:7]=1.[CH3:14][CH:15]1[CH2:20][NH:19][CH2:18][CH2:17][N:16]1[C:21]([O:23][C:24]([CH3:27])([CH3:26])[CH3:25])=[O:22].CC(C)([O-])C.[K+].C(P(C(C)(C)C)C(C)(C)C)(C)(C)C. The catalyst class is: 882. (4) Reactant: [O:1]=[C:2]1[NH:10][C:5]2=[N:6][CH:7]=[CH:8][CH:9]=[C:4]2[N:3]1[CH:11]1[CH2:16][CH2:15][N:14]([C:17]([O:19][C@H:20]2[C:26]3=[N:27][CH:28]=[CH:29][CH:30]=[C:25]3[C@H:24]([OH:31])[C@H:23]([C:32]3[CH:37]=[CH:36][CH:35]=[C:34]([F:38])[C:33]=3[F:39])[CH2:22][CH2:21]2)=[O:18])[CH2:13][CH2:12]1.O=C1NC2=NC=CC=C2N1C1CCN(C(O[C@H]2C3=NC=CC=C3[C@@H](O)[C@@H](C3C=CC=C(F)C=3F)CC2)=O)CC1.O=C1NC2=NC=CC=C2N1C1CCN(C(O[C@H]2C3=NC=CC=C3C(=O)C(C3C=CC=C(F)C=3F)CC2)=O)CC1.[BH4-].[Na+].C(=O)(O)[O-].[Na+]. Product: [O:1]=[C:2]1[NH:10][C:5]2=[N:6][CH:7]=[CH:8][CH:9]=[C:4]2[N:3]1[CH:11]1[CH2:12][CH2:13][N:14]([C:17]([O:19][C@H:20]2[C:26]3=[N:27][CH:28]=[CH:29][CH:30]=[C:25]3[C@@H:24]([OH:31])[C@H:23]([C:32]3[CH:37]=[CH:36][CH:35]=[C:34]([F:38])[C:33]=3[F:39])[CH2:22][CH2:21]2)=[O:18])[CH2:15][CH2:16]1. The catalyst class is: 5. (5) Reactant: [CH3:1][C:2]1[NH:3][C:4]2[CH2:5][C:6]([CH3:13])([CH3:12])[CH2:7][C:8](=[O:11])[C:9]=2[CH:10]=1.[N+:14]([C:17]1[CH:24]=[CH:23][CH:22]=[CH:21][C:18]=1[CH:19]=[O:20])([O-:16])=[O:15].[OH-].[Na+].O. Product: [OH:20][CH:19]([C:18]1[CH:21]=[CH:22][CH:23]=[CH:24][C:17]=1[N+:14]([O-:16])=[O:15])[C:10]1[C:9]2[C:8](=[O:11])[CH2:7][C:6]([CH3:13])([CH3:12])[CH2:5][C:4]=2[NH:3][C:2]=1[CH3:1]. The catalyst class is: 836. (6) Reactant: C(=O)([O-])[O-].[K+].[K+].[OH:7][C:8]1[CH:17]=[C:16]([N+:18]([O-:20])=[O:19])[CH:15]=[CH:14][C:9]=1[C:10]([O:12][CH3:13])=[O:11].[CH2:21](Br)[C:22]1[CH:27]=[CH:26][CH:25]=[CH:24][CH:23]=1. Product: [CH2:21]([O:7][C:8]1[CH:17]=[C:16]([N+:18]([O-:20])=[O:19])[CH:15]=[CH:14][C:9]=1[C:10]([O:12][CH3:13])=[O:11])[C:22]1[CH:27]=[CH:26][CH:25]=[CH:24][CH:23]=1. The catalyst class is: 21. (7) Reactant: [OH:1][CH:2]1[CH2:7][CH2:6][C:5]2([C:11]3[CH:12]=[CH:13][CH:14]=[CH:15][C:10]=3[C:9](=[O:16])[O:8]2)[CH2:4][CH2:3]1.C(N(CC)CC)C.[CH3:24][S:25](Cl)(=[O:27])=[O:26]. Product: [CH3:24][S:25]([O:1][CH:2]1[CH2:3][CH2:4][C:5]2([C:11]3[CH:12]=[CH:13][CH:14]=[CH:15][C:10]=3[C:9](=[O:16])[O:8]2)[CH2:6][CH2:7]1)(=[O:27])=[O:26]. The catalyst class is: 2.